This data is from Catalyst prediction with 721,799 reactions and 888 catalyst types from USPTO. The task is: Predict which catalyst facilitates the given reaction. Reactant: [N:1]1[CH:6]=[CH:5][CH:4]=[C:3]([CH2:7][NH:8][C:9]([C:11]2[CH:34]=[CH:33][C:14]3[N:15]([C:18]4[CH:32]=[CH:31][C:21]([O:22][CH:23]5[CH2:26][CH:25]([C:27](OC)=[O:28])[CH2:24]5)=[CH:20][CH:19]=4)[CH:16]=[N:17][C:13]=3[CH:12]=2)=[O:10])[CH:2]=1.[BH4-].[Na+].CO. Product: [OH:28][CH2:27][CH:25]1[CH2:24][CH:23]([O:22][C:21]2[CH:20]=[CH:19][C:18]([N:15]3[C:14]4[CH:33]=[CH:34][C:11]([C:9]([NH:8][CH2:7][C:3]5[CH:2]=[N:1][CH:6]=[CH:5][CH:4]=5)=[O:10])=[CH:12][C:13]=4[N:17]=[CH:16]3)=[CH:32][CH:31]=2)[CH2:26]1. The catalyst class is: 1.